Dataset: Full USPTO retrosynthesis dataset with 1.9M reactions from patents (1976-2016). Task: Predict the reactants needed to synthesize the given product. Given the product [C:1]([O:5][C:6]([NH:8][C:9]([CH3:14])([C:11]([O:13][CH:15]1[CH2:19][CH2:18][CH2:17][CH2:16]1)=[O:12])[CH3:10])=[O:7])([CH3:4])([CH3:2])[CH3:3], predict the reactants needed to synthesize it. The reactants are: [C:1]([O:5][C:6]([NH:8][C:9]([CH3:14])([C:11]([OH:13])=[O:12])[CH3:10])=[O:7])([CH3:4])([CH3:3])[CH3:2].[CH:15]1(O)[CH2:19][CH2:18][CH2:17][CH2:16]1.CCN=C=NCCCN(C)C.Cl.